The task is: Predict the reaction yield, written as a fraction of the theoretical maximum amount of product (1.0 means a 100% yield; for example, 0.34 means a 34% yield).. This data is from Reaction yield outcomes from USPTO patents with 853,638 reactions. (1) The reactants are [F:1][C:2]([F:10])([F:9])[CH:3]([OH:8])[C:4]([F:7])([F:6])[F:5].Cl[C:12](Cl)([O:14]C(=O)OC(Cl)(Cl)Cl)Cl.CCN(C(C)C)C(C)C.[Cl:32][C:33]1[CH:38]=[CH:37][C:36]([CH2:39][N:40]2[CH2:45][CH2:44][NH:43][CH2:42][CH2:41]2)=[C:35]([N:46]2[CH2:51][CH2:50][CH:49]([C:52]([N:54]3[CH2:58][CH2:57][CH2:56][CH2:55]3)=[O:53])[CH2:48][CH2:47]2)[CH:34]=1. The catalyst is O.C(Cl)Cl. The product is [Cl:32][C:33]1[CH:38]=[CH:37][C:36]([CH2:39][N:40]2[CH2:45][CH2:44][N:43]([C:12]([O:8][CH:3]([C:4]([F:7])([F:6])[F:5])[C:2]([F:10])([F:9])[F:1])=[O:14])[CH2:42][CH2:41]2)=[C:35]([N:46]2[CH2:51][CH2:50][CH:49]([C:52]([N:54]3[CH2:58][CH2:57][CH2:56][CH2:55]3)=[O:53])[CH2:48][CH2:47]2)[CH:34]=1. The yield is 0.170. (2) The reactants are C1(P(C2C=CC=CC=2)C2C=CC=CC=2)C=CC=CC=1.[S:20]1[CH:24]=[CH:23][C:22]2[CH:25]([CH2:29][CH2:30]O)[CH2:26][CH2:27][CH2:28][C:21]1=2.C(Cl)(Cl)(Cl)[Cl:33].C(#N)C. No catalyst specified. The product is [Cl:33][CH2:30][CH2:29][CH:25]1[C:22]2[CH:23]=[CH:24][S:20][C:21]=2[CH2:28][CH2:27][CH2:26]1. The yield is 0.560. (3) The reactants are [F:1][C:2]1[C:3]([OH:24])=[C:4]([C:8]2[N:13]([CH2:14][CH2:15][C:16]3[CH:21]=[CH:20][CH:19]=[CH:18][CH:17]=3)[C:12](=[O:22])[CH:11]=[C:10]([CH3:23])[N:9]=2)[CH:5]=[CH:6][CH:7]=1.C(=O)([O-])[O-].[K+].[K+].[CH2:31](Br)[C:32]1[CH:37]=[CH:36][CH:35]=[CH:34][CH:33]=1. The catalyst is CN(C=O)C. The product is [F:1][C:2]1[C:3]([O:24][CH2:31][C:32]2[CH:37]=[CH:36][CH:35]=[CH:34][CH:33]=2)=[C:4]([C:8]2[N:13]([CH2:14][CH2:15][C:16]3[CH:17]=[CH:18][CH:19]=[CH:20][CH:21]=3)[C:12](=[O:22])[CH:11]=[C:10]([CH3:23])[N:9]=2)[CH:5]=[CH:6][CH:7]=1. The yield is 0.930. (4) The reactants are NC1[S:3][C:4]2[CH:10]=[C:9]([O:11][CH3:12])[CH:8]=[CH:7][C:5]=2[N:6]=1.C(O)CO.[OH-].[K+].C1(C)C=CC=CC=1. The catalyst is C(O)(=O)C. The product is [CH3:12][O:11][C:9]1[CH:8]=[CH:7][C:5]([NH2:6])=[C:4]([SH:3])[CH:10]=1. The yield is 0.860. (5) The reactants are [F:1][C:2]1[CH:7]=[CH:6][CH:5]=[CH:4][C:3]=1[N:8]1[C:13]2[CH:14]=[CH:15][CH:16]=[CH:17][C:12]=2[CH2:11][NH:10][S:9]1(=[O:19])=[O:18].[Br:20][CH2:21][CH2:22][CH2:23]O. No catalyst specified. The product is [Br:20][CH2:21][CH2:22][CH2:23][N:10]1[CH2:11][C:12]2[CH:17]=[CH:16][CH:15]=[CH:14][C:13]=2[N:8]([C:3]2[CH:4]=[CH:5][CH:6]=[CH:7][C:2]=2[F:1])[S:9]1(=[O:19])=[O:18]. The yield is 0.630. (6) The reactants are Cl.[F:2][C:3]([F:24])([F:23])[C:4]1[CH:22]=[CH:21][CH:20]=[CH:19][C:5]=1[CH:6]([O:14][CH:15]1[CH2:18][NH:17][CH2:16]1)[C:7]1[CH:12]=[CH:11][C:10]([Cl:13])=[CH:9][CH:8]=1.[CH2:25]([N:31]=[C:32]=[S:33])[CH:26]1[O:30][CH2:29][CH2:28][CH2:27]1.C(N(CC)CC)C. The catalyst is ClCCl. The product is [F:24][C:3]([F:2])([F:23])[C:4]1[CH:22]=[CH:21][CH:20]=[CH:19][C:5]=1[CH:6]([O:14][CH:15]1[CH2:18][N:17]([C:32](=[S:33])[NH:31][CH2:25][CH:26]2[CH2:27][CH2:28][CH2:29][O:30]2)[CH2:16]1)[C:7]1[CH:12]=[CH:11][C:10]([Cl:13])=[CH:9][CH:8]=1. The yield is 0.820. (7) The reactants are [C:1]([C:3]1[CH:8]=[CH:7][CH:6]=[C:5]([O:9][CH3:10])[CH:4]=1)#[CH:2].O=C1O[C@H]([C@H](CO)O)C([O-])=C1O.[Na+].[N:24]([C:27]1[CH:35]=[CH:34][C:30]([C:31]([OH:33])=[O:32])=[CH:29][CH:28]=1)=[N+:25]=[N-:26]. The catalyst is C(O)(C)(C)C.O. The product is [CH3:10][O:9][C:5]1[CH:4]=[C:3]([C:1]2[N:26]=[N:25][N:24]([C:27]3[CH:28]=[CH:29][C:30]([C:31]([OH:33])=[O:32])=[CH:34][CH:35]=3)[CH:2]=2)[CH:8]=[CH:7][CH:6]=1. The yield is 0.990.